Dataset: Reaction yield outcomes from USPTO patents with 853,638 reactions. Task: Predict the reaction yield, written as a fraction of the theoretical maximum amount of product (1.0 means a 100% yield; for example, 0.34 means a 34% yield). (1) The reactants are Cl[CH2:2][CH2:3][C:4]1[CH:9]=[CH:8][C:7]([F:10])=[CH:6][N:5]=1.[NH:11]1[CH2:16][CH2:15][NH:14][CH2:13][C:12]1=[O:17]. The catalyst is C(N(C(C)C)CC)(C)C. The product is [F:10][C:7]1[CH:8]=[CH:9][C:4]([CH2:3][CH2:2][N:14]2[CH2:15][CH2:16][NH:11][C:12](=[O:17])[CH2:13]2)=[N:5][CH:6]=1. The yield is 0.400. (2) The reactants are [O:1]1[CH2:5][CH2:4][O:3][CH:2]1[C:6]1[C:11]([CH3:12])=[CH:10][C:9]([NH2:13])=[C:8]([CH3:14])[CH:7]=1.ClCCl.C(N(C(C)C)CC)(C)C.[C:27](Cl)(=[O:30])[CH:28]=[CH2:29]. The catalyst is O. The product is [O:1]1[CH2:5][CH2:4][O:3][CH:2]1[C:6]1[C:11]([CH3:12])=[CH:10][C:9]([NH:13][C:27](=[O:30])[CH:28]=[CH2:29])=[C:8]([CH3:14])[CH:7]=1. The yield is 0.970. (3) The reactants are [C:1]([C@H:3]1[CH2:7][CH2:6][CH2:5][N:4]1[C:8]([O:10][C:11]([CH3:14])([CH3:13])[CH3:12])=[O:9])#[CH:2].[Cl:15][C:16]1[CH:17]=[C:18](I)[CH:19]=[CH:20][CH:21]=1.[N-:23]=[N+:24]=[N-:25].[Na+].O=C1O[C@H]([C@H](CO)O)C([O-])=C1O.[Na+].N1CCC[C@H]1C(O)=O.C([O-])([O-])=O.[Na+].[Na+].[NH4+].[OH-]. The catalyst is CS(C)=O. The product is [Cl:15][C:16]1[CH:17]=[C:18]([N:23]2[CH:2]=[C:1]([C@H:3]3[CH2:7][CH2:6][CH2:5][N:4]3[C:8]([O:10][C:11]([CH3:14])([CH3:13])[CH3:12])=[O:9])[N:25]=[N:24]2)[CH:19]=[CH:20][CH:21]=1. The yield is 0.820. (4) The reactants are [NH:1]1[CH2:6][CH2:5][CH:4]([NH:7][C:8]([NH:10][C:11]2[CH:16]=[CH:15][C:14]([C:17]([F:20])([F:19])[F:18])=[CH:13][CH:12]=2)=[O:9])[CH2:3][CH2:2]1.CCN(CC)CC.[C:28](Cl)(=[O:33])[CH2:29][CH:30]([CH3:32])[CH3:31].O. The catalyst is C(Cl)Cl. The product is [CH3:31][CH:30]([CH3:32])[CH2:29][C:28]([N:1]1[CH2:6][CH2:5][CH:4]([NH:7][C:8]([NH:10][C:11]2[CH:16]=[CH:15][C:14]([C:17]([F:18])([F:19])[F:20])=[CH:13][CH:12]=2)=[O:9])[CH2:3][CH2:2]1)=[O:33]. The yield is 0.420. (5) The reactants are [CH3:1][O:2][C:3]([C:5]1[CH:6]=[C:7]2[C:11](=[CH:12][CH:13]=1)[NH:10][C:9](=[O:14])[C:8]2=[CH:15][N:16]([CH3:18])C)=[O:4].NC1[CH:25]=[CH:24][C:23]([S:26]([NH2:29])(=[O:28])=[O:27])=[CH:22][CH:21]=1. No catalyst specified. The product is [CH3:1][O:2][C:3]([C:5]1[CH:6]=[C:7]2[C:11](=[CH:12][CH:13]=1)[NH:10][C:9](=[O:14])[C:8]2=[CH:15][NH:16][C:18]1[CH:25]=[CH:24][C:23]([S:26](=[O:28])(=[O:27])[NH2:29])=[CH:22][CH:21]=1)=[O:4]. The yield is 0.410. (6) The reactants are [Cl:1][S:2]([OH:5])(=O)=[O:3].[Br:6][C:7]1[CH:8]=[CH:9][C:10]([NH2:13])=[N:11][CH:12]=1. No catalyst specified. The product is [NH2:13][C:10]1[C:9]([S:2]([Cl:1])(=[O:5])=[O:3])=[CH:8][C:7]([Br:6])=[CH:12][N:11]=1. The yield is 0.770. (7) The reactants are FC(F)(F)C1C=C(NC(=O)NC2C=CC(C3SC(CCC(O)=O)=NC=3)=CC=2)C=CC=1.[C:31]1([NH:37][C:38](=[O:61])[NH:39][C:40]2[CH:45]=[CH:44][C:43]([C:46]3[S:50][C:49]([CH:51]4[CH2:56][CH2:55][CH:54]([C:57]([O:59]C)=[O:58])[CH2:53][CH2:52]4)=[N:48][CH:47]=3)=[CH:42][CH:41]=2)[CH:36]=[CH:35][CH:34]=[CH:33][CH:32]=1. No catalyst specified. The product is [C:31]1([NH:37][C:38](=[O:61])[NH:39][C:40]2[CH:41]=[CH:42][C:43]([C:46]3[S:50][C:49]([CH:51]4[CH2:52][CH2:53][CH:54]([C:57]([OH:59])=[O:58])[CH2:55][CH2:56]4)=[N:48][CH:47]=3)=[CH:44][CH:45]=2)[CH:32]=[CH:33][CH:34]=[CH:35][CH:36]=1. The yield is 0.850. (8) The reactants are [CH2:1]([O:8][N:9]([C@H:22]1[CH2:27][N:26]([C:28]([O:30][C:31]([CH3:34])([CH3:33])[CH3:32])=[O:29])[C@H:25]([C:35](=[S:37])[NH2:36])[CH2:24][CH2:23]1)[S:10]([C:13]1[CH:18]=[CH:17][CH:16]=[CH:15][C:14]=1[N+:19]([O-:21])=[O:20])(=[O:12])=[O:11])[C:2]1[CH:7]=[CH:6][CH:5]=[CH:4][CH:3]=1.CO[CH:40](OC)[N:41]([CH3:43])[CH3:42]. The catalyst is O1CCOCC1. The product is [CH2:1]([O:8][N:9]([C@H:22]1[CH2:27][N:26]([C:28]([O:30][C:31]([CH3:33])([CH3:34])[CH3:32])=[O:29])[C@H:25]([C:35](=[S:37])/[N:36]=[CH:40]/[N:41]([CH3:43])[CH3:42])[CH2:24][CH2:23]1)[S:10]([C:13]1[CH:18]=[CH:17][CH:16]=[CH:15][C:14]=1[N+:19]([O-:21])=[O:20])(=[O:11])=[O:12])[C:2]1[CH:7]=[CH:6][CH:5]=[CH:4][CH:3]=1. The yield is 0.720.